Dataset: Reaction yield outcomes from USPTO patents with 853,638 reactions. Task: Predict the reaction yield, written as a fraction of the theoretical maximum amount of product (1.0 means a 100% yield; for example, 0.34 means a 34% yield). (1) The reactants are [CH3:1][O:2][C:3](=[O:27])[CH2:4][CH2:5][C:6]([N:8]1[CH2:12][C@H:11](OS(C2C=CC(C)=CC=2)(=O)=O)[C@@H:10]([N:24]=[N+]=[N-])[CH2:9]1)=[O:7].C1(P(C2C=CC=CC=2)C2C=CC=CC=2)C=CC=CC=1.O.C(N(CC)CC)C. The catalyst is C(#N)C. The product is [CH3:1][O:2][C:3](=[O:27])[CH2:4][CH2:5][C:6]([N:8]1[CH2:9][CH:10]2[CH:11]([NH:24]2)[CH2:12]1)=[O:7]. The yield is 0.640. (2) The reactants are Br[C:2]1[CH:3]=[C:4]2[C:8](=[CH:9][CH:10]=1)[CH2:7][N:6]([C:11]([C:24]1[CH:29]=[CH:28][CH:27]=[CH:26][CH:25]=1)([C:18]1[CH:23]=[CH:22][CH:21]=[CH:20][CH:19]=1)[C:12]1[CH:17]=[CH:16][CH:15]=[CH:14][CH:13]=1)[CH2:5]2.C([Li])CCC.[CH3:35][N:36]1[CH2:41][CH2:40][C:39](=[O:42])[CH2:38][CH2:37]1. The catalyst is C1COCC1. The product is [CH3:35][N:36]1[CH2:41][CH2:40][C:39]([C:2]2[CH:3]=[C:4]3[C:8](=[CH:9][CH:10]=2)[CH2:7][N:6]([C:11]([C:24]2[CH:29]=[CH:28][CH:27]=[CH:26][CH:25]=2)([C:18]2[CH:19]=[CH:20][CH:21]=[CH:22][CH:23]=2)[C:12]2[CH:17]=[CH:16][CH:15]=[CH:14][CH:13]=2)[CH2:5]3)([OH:42])[CH2:38][CH2:37]1. The yield is 0.570.